This data is from Reaction yield outcomes from USPTO patents with 853,638 reactions. The task is: Predict the reaction yield, written as a fraction of the theoretical maximum amount of product (1.0 means a 100% yield; for example, 0.34 means a 34% yield). (1) The reactants are [F:1][C:2]1[CH:10]=[C:9]([C:11]2[CH:12]=[N:13][C:14]3[N:15]([C:17]([CH2:20][C:21]4[CH:22]=[C:23]5[C:28](=[CH:29][CH:30]=4)[N:27]=[CH:26][CH:25]=[CH:24]5)=[CH:18][N:19]=3)[N:16]=2)[CH:8]=[CH:7][C:3]=1[C:4](O)=[O:5].F[P-](F)(F)(F)(F)F.[N:38]1(O[P+](N2CCCC2)(N2CCCC2)N2CCCC2)[C:42]2C=CC=CC=2N=N1.CN.C1COCC1.C(N(CC)CC)C. The catalyst is CN(C)C=O.O. The product is [F:1][C:2]1[CH:10]=[C:9]([C:11]2[CH:12]=[N:13][C:14]3[N:15]([C:17]([CH2:20][C:21]4[CH:22]=[C:23]5[C:28](=[CH:29][CH:30]=4)[N:27]=[CH:26][CH:25]=[CH:24]5)=[CH:18][N:19]=3)[N:16]=2)[CH:8]=[CH:7][C:3]=1[C:4]([NH:38][CH3:42])=[O:5]. The yield is 0.854. (2) The product is [CH3:17][O:16][C:14](=[O:15])[C:13](=[O:18])[CH2:3][C:4]([C:6]1[CH:11]=[CH:10][CH:9]=[C:8]([I:12])[CH:7]=1)=[O:5]. The catalyst is CN(C=O)C.C(OCC)(=O)C. The yield is 0.713. The reactants are [H-].[Na+].[CH3:3][C:4]([C:6]1[CH:11]=[CH:10][CH:9]=[C:8]([I:12])[CH:7]=1)=[O:5].[C:13](OC)(=[O:18])[C:14]([O:16][CH3:17])=[O:15].Cl. (3) The reactants are [CH3:1][O:2][C:3]1[CH:8]=[CH:7][C:6]([C:9]2[CH:10]=[CH:11][C:12](=[O:21])[N:13]([CH2:15][C:16]([O:18]CC)=[O:17])[CH:14]=2)=[CH:5][CH:4]=1.[OH-].[Li+].Cl. The catalyst is O.CCO. The product is [CH3:1][O:2][C:3]1[CH:4]=[CH:5][C:6]([C:9]2[CH:10]=[CH:11][C:12](=[O:21])[N:13]([CH2:15][C:16]([OH:18])=[O:17])[CH:14]=2)=[CH:7][CH:8]=1. The yield is 0.760. (4) The reactants are [NH2:1][C:2]1[C:9]([F:10])=[CH:8][C:7]([Br:11])=[CH:6][C:3]=1[CH:4]=O.[NH2:12][C:13](N)=[O:14]. No catalyst specified. The product is [Br:11][C:7]1[CH:6]=[C:3]2[C:2](=[C:9]([F:10])[CH:8]=1)[N:1]=[C:13]([OH:14])[N:12]=[CH:4]2. The yield is 0.830. (5) The reactants are [Br:1][C:2]1[CH:3]=[CH:4][C:5]([OH:18])=[C:6]([C:8](=[O:17])[CH2:9][C:10]2[CH:15]=[CH:14][C:13]([F:16])=[CH:12][CH:11]=2)[CH:7]=1.[C:19]([O-])(=O)[CH3:20].[Na+]. The catalyst is C(OC(=O)C)(=O)C. The product is [Br:1][C:2]1[CH:7]=[C:6]2[C:5](=[CH:4][CH:3]=1)[O:18][C:19]([CH3:20])=[C:9]([C:10]1[CH:15]=[CH:14][C:13]([F:16])=[CH:12][CH:11]=1)[C:8]2=[O:17]. The yield is 0.630. (6) The reactants are [CH:1]1([C:7]2[C:8]3[CH:26]=[CH:25][C:24]([C:27]([NH:29][C:30]([CH3:36])([CH3:35])[C:31]([O:33]C)=[O:32])=[O:28])=[CH:23][C:9]=3[N:10]3[C:16]=2[C:15]2[CH:17]=[CH:18][C:19]([O:21][CH3:22])=[CH:20][C:14]=2[O:13][CH2:12][CH2:11]3)[CH2:6][CH2:5][CH2:4][CH2:3][CH2:2]1.[OH-].[Na+].Cl.O. The catalyst is O1CCCC1.CO. The product is [CH:1]1([C:7]2[C:8]3[CH:26]=[CH:25][C:24]([C:27]([NH:29][C:30]([CH3:36])([CH3:35])[C:31]([OH:33])=[O:32])=[O:28])=[CH:23][C:9]=3[N:10]3[C:16]=2[C:15]2[CH:17]=[CH:18][C:19]([O:21][CH3:22])=[CH:20][C:14]=2[O:13][CH2:12][CH2:11]3)[CH2:2][CH2:3][CH2:4][CH2:5][CH2:6]1. The yield is 0.890. (7) The catalyst is C(O)C. The product is [NH:32]1[CH:31]=[CH:30][N:26]=[C:25]1[CH2:24][CH2:23][CH2:22][O:21][C:18]1[CH:17]=[CH:16][C:15]([CH2:14][CH2:13][CH2:12][CH2:11][NH2:10])=[CH:20][CH:19]=1. The yield is 0.230. The reactants are C(OC(=O)[NH:10][CH2:11][CH2:12][CH2:13][CH2:14][C:15]1[CH:20]=[CH:19][C:18]([O:21][CH2:22][CH2:23][CH2:24][C:25]#[N:26])=[CH:17][CH:16]=1)C1C=CC=CC=1.CO[CH:30](OC)[CH2:31][NH2:32].